Dataset: Drug-target binding data from BindingDB using Ki measurements. Task: Regression. Given a target protein amino acid sequence and a drug SMILES string, predict the binding affinity score between them. We predict pKi (pKi = -log10(Ki in M); higher means stronger inhibition). Dataset: bindingdb_ki. (1) The pKi is 5.7. The small molecule is Nc1ccc(S(=O)(=O)NCc2ccc(S(N)(=O)=O)cc2)cc1. The target protein sequence is MTIAAGALQIVFGLSRMARAALAIAPVVVHAMLAGIGITIALQQIHVLLGGTSHSSAWRNIVALPDGILHHELHEVIVGGTVIAILLMWSKLPAKVRIIPGPLVAIAGATVLALLPVLQTERIDLQGNFFDAIGLPKLAEMSPGGQPWSHEISAIALGVLTIALIASVESLLSAVGVDKLHHGPRTDFNREMVGQGSANVVSGLLGGLPITGVIVRSSANVAAGARTRMSTILHGVWILLFASLFTNLVELIPKAALAGLLIVIGAQLVKLAHIKLAWRTGNFVIYAITIVCVVFLNLLEGVAIGLVVAIVFLLVRVVRAPVEVKPVGGEQSKRWRVDIDGTLSFLLLPRLTTVLSKLPEGSEVTLNLNADYIDDSVSEAISDWRRAHETRGGVVAIVETSPAKLHHAHARPPKSHFASDPIGLVPWRSARGKDRGSASVLDRIDEYHRNGAAVLHPHIAGLTDSQDPYELFLTCADSRILPNVITASGPGDLYTVRNLG.... (2) The compound is COc1ccccc1N1CCN(CCCCn2ncc(=O)n(C)c2=O)CC1. The target protein (Q9BGI0) has sequence MASMLVAQRLACSFQHSYRLLVPGSRHISQAAAKVDVEFDYDGRLMKTEVPGLRCQELMKQLNIIQNAEAVHFFCNYEESRGNYLVDVDGNRMLDLYSQISSVPIGYSHPGLLKLIQQPQNASMFVNRPALGILLPENFVEKLRQSLLSVAPKGMSQLITMACGSCSNENGLKTIFMWYRSKERGQRGFPQEELETCMINQAPWCPDYSILSFMGAFHGRTMGCLATTHSKAIHKIDIPSFDWPIAPFPRLKYPLEEFVKENQQEEARCLEEVEDLIVKYRKKKKTVAGIIVEPIQSEGGDNHASDDFFRKLRDIPRKQCCAFLVDVVQTGGGCTGKFWAHEHWARDDPEDVMTSSKKMMTGGFFHKEEFRPNAPYRIFNTWLGDPSKNLLLAEVINIIKREDLLNNAAHAGKALLTGLLDLQARYPQFISRVRGRGTFCSFDTPDDSIRNKLILIARNKGVVLGGCGDKSIRFRPTLVFRDHHAHLFLNIFSDILADFK.... The pKi is 5.0.